Dataset: Catalyst prediction with 721,799 reactions and 888 catalyst types from USPTO. Task: Predict which catalyst facilitates the given reaction. (1) Reactant: [Br:1][C:2]1[CH:7]=[CH:6][C:5]([C:8]2[CH:18]=[C:11]3[N:12]=[C:13]([Cl:17])[CH:14]=[C:15](Cl)[N:10]3[N:9]=2)=[CH:4][CH:3]=1.[NH:19]1[CH2:24][CH2:23][O:22][CH2:21][CH2:20]1. Product: [Br:1][C:2]1[CH:7]=[CH:6][C:5]([C:8]2[CH:18]=[C:11]3[N:12]=[C:13]([Cl:17])[CH:14]=[C:15]([N:19]4[CH2:24][CH2:23][O:22][CH2:21][CH2:20]4)[N:10]3[N:9]=2)=[CH:4][CH:3]=1. The catalyst class is: 38. (2) The catalyst class is: 387. Product: [CH3:18][C@@H:3]1[C@H:2]([N:1]2[CH2:7][CH2:2][CH2:3][N:4]([CH3:5])[C:8]2=[O:9])[CH2:7][CH2:6][CH2:5][N:4]1[C:8]([O:10][CH2:11][C:12]1[CH:17]=[CH:16][CH:15]=[CH:14][CH:13]=1)=[O:9]. Reactant: [NH2:1][C@@H:2]1[CH2:7][CH2:6][CH2:5][N:4]([C:8]([O:10][CH2:11][C:12]2[CH:17]=[CH:16][CH:15]=[CH:14][CH:13]=2)=[O:9])[C@@H:3]1[CH3:18].[H-].[Na+].IC. (3) The catalyst class is: 269. Product: [NH2:20][C:15]1[CH:16]=[CH:17][CH:18]=[CH:19][C:14]=1[NH:13][C:11](=[O:12])[C:10]1[CH:9]=[CH:8][C:7]([CH:4]2[CH2:5][CH2:6][N:1]([CH2:35][C:32]3[CH:33]=[CH:34][NH:30][N:31]=3)[CH2:2][CH2:3]2)=[CH:29][CH:28]=1. Reactant: [NH:1]1[CH2:6][CH2:5][CH:4]([C:7]2[CH:29]=[CH:28][C:10]([C:11]([NH:13][C:14]3[CH:19]=[CH:18][CH:17]=[CH:16][C:15]=3[NH:20]C(=O)OC(C)(C)C)=[O:12])=[CH:9][CH:8]=2)[CH2:3][CH2:2]1.[NH:30]1[CH:34]=[CH:33][C:32]([CH:35]=O)=[N:31]1.C(O[BH-](OC(=O)C)OC(=O)C)(=O)C.[Na+].Cl. (4) Reactant: [NH2:1][C@H:2]1[C:16](=[O:17])[N:15]([CH2:18][C:19]([F:22])([F:21])[F:20])[CH2:14][C:5]2[C:6]3[CH:7]=[N:8][NH:9][C:10]=3[C:11]([Cl:13])=[CH:12][C:4]=2[CH2:3]1.C(N(CC)C(C)C)(C)C.C1C=CC(O[C:39](OC2C=CC=CC=2)=[N:40][C:41]#[N:42])=CC=1.Cl.[NH:51]1[CH2:56][CH2:55][CH:54]([C:57]2[C:58](=[O:67])[NH:59][C:60]3[C:65]([CH:66]=2)=[CH:64][CH:63]=[CH:62][CH:61]=3)[CH2:53][CH2:52]1. Product: [Cl:13][C:11]1[C:10]2[NH:9][N:8]=[CH:7][C:6]=2[C:5]2[CH2:14][N:15]([CH2:18][C:19]([F:21])([F:20])[F:22])[C:16](=[O:17])[C@H:2]([NH:1][C:39]([N:51]3[CH2:52][CH2:53][CH:54]([C:57]4[C:58](=[O:67])[NH:59][C:60]5[C:65]([CH:66]=4)=[CH:64][CH:63]=[CH:62][CH:61]=5)[CH2:55][CH2:56]3)=[N:40][C:41]#[N:42])[CH2:3][C:4]=2[CH:12]=1. The catalyst class is: 405. (5) Reactant: [NH2:1][C:2]1[C:3](Cl)=[N:4][CH:5]=[N:6][C:7]=1[Cl:8].[C:10]([N:14]=[C:15]=[S:16])([CH3:13])([CH3:12])[CH3:11].C(=O)([O-])[O-].[Cs+].[Cs+].C(#N)C. Product: [C:10]([NH:14][C:15]1[S:16][C:3]2[N:4]=[CH:5][N:6]=[C:7]([Cl:8])[C:2]=2[N:1]=1)([CH3:13])([CH3:12])[CH3:11]. The catalyst class is: 161.